From a dataset of Experimentally validated miRNA-target interactions with 360,000+ pairs, plus equal number of negative samples. Binary Classification. Given a miRNA mature sequence and a target amino acid sequence, predict their likelihood of interaction. (1) The miRNA is mmu-miR-3061-5p with sequence CAGUGGGCCGUGAAAGGUAGCC. The protein sequence of the target gene is MAGEMTILGSAVLTLLLAGYLAQQYLPLPTPKVIGIDLGTTYCSVGVFFPGTGKVKVIPDENGHISIPSMVSFTDGDVYVGYESLELADSNPQNTIYDAKRFIGKIFTPEELEAEVGRYPFKVLHRNGMAEFSVTSNETIIVSPEFVGSRLLLKLKEMAEEYLGMPVANAVISVPAEFDLQQRNSTIQAANLAGLKILRVINEPTAAAMAYGLHKVDVFYVLVIDLGGGTLDVSLLNKQGGMFLTRAMSGNNKLGGQDFNQRLLQHLYKEIYQTYGFLPSRKEEIHRLRQAVEMVKLNLT.... Result: 0 (no interaction). (2) The miRNA is mmu-miR-181c-3p with sequence ACCAUCGACCGUUGAGUGGACC. The protein sequence of the target gene is MAPLRALLSYLLPLHCALCAAAGSRTPELHLSGKLSDYGVTVPCSTDFRGRFLSHVVSGPAAASAGSMVVDTPPTLPRHSSHLRVARSPLHPGGTLWPGRVGRHSLYFNVTVFGKELHLRLRPNRRLVVPGSSVEWQEDFRELFRQPLRQECVYTGGVTGMPGAAVAISNCDGLAGLIRTDSTDFFIEPLERGQQEKEASGRTHVVYRREAVQQEWAEPDGDLHNEAFGLGDLPNLLGLVGDQLGDTERKRRHAKPGSYSIEVLLVVDDSVVRFHGKEHVQNYVLTLMNIVDEIYHDESL.... Result: 0 (no interaction). (3) The miRNA is hsa-miR-133b with sequence UUUGGUCCCCUUCAACCAGCUA. The protein sequence of the target gene is MAVEGGMKCVKFLLYVLLLAFCACAVGLIAIGVAVQVVLKQAITHETTAGSLLPVVIIAVGAFLFLVAFVGCCGACKENYCLMITFAIFLSLIMLVEVAVAIAGYVFRDQVKSEFNKSFQQQMQNYLKDNKTATILDKLQKENNCCGASNYTDWENIPGMAKDRVPDSCCINITVGCGNDFKESTIHTQGCVETIAIWLRKNILLVAAAALGIAFVEVLGIIFSCCLVKSIRSGYEVM. Result: 0 (no interaction). (4) The miRNA is hsa-miR-651-3p with sequence AAAGGAAAGUGUAUCCUAAAAG. The protein sequence of the target gene is MNSGGGGGLPPPSAAASPSSSSLAAAVAVAVAASSGVGGVPGGPAAAAGVKLKYCRYYAKDKTCFYGEECQFLHEDPAAGAAPGLGLHSNSVPLALAAAAGAAFPPGALPGGGAGPPAGPKKPELGVPGAATAGGGLDGPRVAIPGMDGGALTDASLTESYFSTSFIGVNGFGSPVETKYPLMQRMTSSSSSPSLLNDSAKPYTGHDLLTSSASSLFNDFGALNISQRRKTPNPTASEFIPKGGSTSRLSNVSQSNMSAFSQVFSHPSMGSPATAGLAPGMSLSAGSSPLHSPKITPHTS.... Result: 0 (no interaction). (5) The miRNA is hsa-miR-4487 with sequence AGAGCUGGCUGAAGGGCAG. The protein sequence of the target gene is MIWYVATFIASVIGTRGLAAEGAHGLREEPEFVTARAGESVVLRCDVIHPVTGQPPPYVVEWFKFGVPIPIFIKFGYYPPHVDPEYAGRASLHDKASLRLEQVRSEDQGWYECKVLMLDQQYDTFHNGSWVHLTINAPPTFTETPPQYIEAKEGGSITMTCTAFGNPKPIVTWLKEGTLLGASGKYQVSDGSLTVTSVSREDRGAYTCRAYSIQGEAVHTTHLLVQGPPFIVSPPENITVNISQDALLTCRAEAYPGNLTYTWYWQDENVYFQNDLKLRVRILIDGTLIIFRVKPEDSGK.... Result: 1 (interaction). (6) Result: 0 (no interaction). The protein sequence of the target gene is MGWLRPGPRPLCPPARASWAFSHRFPSPLAPRRSPTPFFMASLLCCGPKLAACGIVLSAWGVIMLIMLGIFFNVHSAVLIEDVPFTEKDFENGPQNIYNLYEQVSYNCFIAAGLYLLLGGFSFCQVRLNKRKEYMVR. The miRNA is hsa-miR-6074 with sequence GAUAUUCAGAGGCUAGGUGG. (7) The miRNA is mmu-miR-207 with sequence GCUUCUCCUGGCUCUCCUCCCUC. The protein sequence of the target gene is MSGGEVVCSGWLRKSPPEKKLKRYAWKRRWFVLRSGRLTGDPDVLEYYKNDHAKKPIRIIDLNLCQQVDAGLTFNKKEFENSYIFDINTIDRIFYLVADSEEEMNKWVRCICDICGFNPTEEDPVKPPGSSLQAPADLPLAINTAPPSTQADSSSATLPPPYQLINVPPHLETLGIQEDPQDYLLLINCQSKKPEPTRTHADSAKSTSSETDCNDNVPSHKNPASSQSKHGMNGFFQQQMIYDSPPSRAPSASVDSSLYNLPRSYSHDVLPKVSPSSTEADGELYVFNTPSGTSSVETQM.... Result: 0 (no interaction). (8) The miRNA is rno-miR-290 with sequence UCUCAAACUAUGGGGGCA. The protein sequence of the target gene is MASALNSKINPPGTCQGSKADGGAGWRMDCDPQMHVKMCKKIAQLTKVIYALNTRQDEAEASMEALREAHQEELQNAVAETKARLLQEQGCAEEEALLQRIQALESALELQKRLTEEALAESASCRLETKERELRVEAEHAERVLTLSREMLELKADYERRLQHLTSHEATPQGRLPQESPETKSEPGQGPEMQEVLLEVQRLRVENQQLSKDYARKAEELQATYERENEAIRQAMQQSVSQALWQWQEKESDLRKNFQVQESALQAQVRKLEGDLEHRGRKISDLKKYAQKLKERIQDL.... Result: 0 (no interaction).